From a dataset of Reaction yield outcomes from USPTO patents with 853,638 reactions. Predict the reaction yield, written as a fraction of the theoretical maximum amount of product (1.0 means a 100% yield; for example, 0.34 means a 34% yield). (1) The reactants are [CH2:1]([OH:8])[C:2]1[CH:7]=[CH:6][CH:5]=[CH:4][CH:3]=1.[H-].[Na+].F[C:12]1[CH:17]=[CH:16][C:15]([N+:18]([O-:20])=[O:19])=[C:14]([CH2:21][C:22](OC)([O:24]C)[CH3:23])[C:13]=1[F:28]. The catalyst is CC(N(C)C)=O.Cl. The product is [C:22]([CH2:21][C:14]1[C:13]([F:28])=[C:12]([O:8][CH2:1][C:2]2[CH:7]=[CH:6][CH:5]=[CH:4][CH:3]=2)[CH:17]=[CH:16][C:15]=1[N+:18]([O-:20])=[O:19])(=[O:24])[CH3:23]. The yield is 0.560. (2) The reactants are [NH2:1][CH2:2][CH2:3][N:4]1[CH2:8][CH:7]([C:9]2[CH:14]=[CH:13][CH:12]=[CH:11][CH:10]=2)[C:6]([C:15]2[CH:20]=[CH:19][C:18]([Cl:21])=[CH:17][CH:16]=2)=[N:5]1.C(N(C(C)C)CC)(C)C.[F:31][C:32]([F:44])([F:43])[C:33]1[CH:34]=[C:35]([S:39](Cl)(=[O:41])=[O:40])[CH:36]=[CH:37][CH:38]=1. The catalyst is C(#N)C. The product is [Cl:21][C:18]1[CH:17]=[CH:16][C:15]([C:6]2[CH:7]([C:9]3[CH:14]=[CH:13][CH:12]=[CH:11][CH:10]=3)[CH2:8][N:4]([CH2:3][CH2:2][NH:1][S:39]([C:35]3[CH:36]=[CH:37][CH:38]=[C:33]([C:32]([F:31])([F:43])[F:44])[CH:34]=3)(=[O:41])=[O:40])[N:5]=2)=[CH:20][CH:19]=1. The yield is 0.460. (3) The reactants are Br[C:2]1[C:3]2[N:10]([CH2:11][CH3:12])[C:9]([C:13]3[C:14]([NH2:18])=[N:15][O:16][N:17]=3)=[N:8][C:4]=2[CH:5]=[N:6][CH:7]=1.C1(P(C2C=CC=CC=2)C2C=CC3C(=CC=CC=3)C=2C2C3C(=CC=CC=3)C=CC=2P(C2C=CC=CC=2)C2C=CC=CC=2)C=CC=CC=1.[NH2:65][C:66]1[CH:71]=[CH:70][CH:69]=[CH:68][CH:67]=1.CC(C)([O-])C.[Na+]. The catalyst is O1CCOCC1.C1(C)C=CC=CC=1.C(OCC)(=O)C. The product is [NH2:18][C:14]1[C:13]([C:9]2[N:10]([CH2:11][CH3:12])[C:3]3[C:2]([NH:65][C:66]4[CH:71]=[CH:70][CH:69]=[CH:68][CH:67]=4)=[CH:7][N:6]=[CH:5][C:4]=3[N:8]=2)=[N:17][O:16][N:15]=1. The yield is 0.240. (4) The reactants are [OH:1][C:2]1[CH:3]=[C:4]([C:11]2[C:12]([C:29]([O:31][CH2:32][CH3:33])=[O:30])=[C:13]3[C:22]4[C:17](=[CH:18][C:19]([O:25][CH3:26])=[C:20]([O:23][CH3:24])[CH:21]=4)[CH2:16][CH2:15][N:14]3[C:27]=2[CH3:28])[CH:5]=[CH:6][C:7]=1[N+:8]([O-])=O.[CH3:34]O. The catalyst is O1CCCC1.C(OC)(OC)OC.O=[Pt]=O. The product is [O:1]1[C:2]2[CH:3]=[C:4]([C:11]3[C:12]([C:29]([O:31][CH2:32][CH3:33])=[O:30])=[C:13]4[C:22]5[C:17](=[CH:18][C:19]([O:25][CH3:26])=[C:20]([O:23][CH3:24])[CH:21]=5)[CH2:16][CH2:15][N:14]4[C:27]=3[CH3:28])[CH:5]=[CH:6][C:7]=2[N:8]=[CH:34]1. The yield is 0.750. (5) The product is [Na:1].[N:2]1([C:35]([CH2:37][C@H:38]([CH2:51][OH:52])[O:39][CH2:40][P:41]([OH:43])([OH:47])=[O:42])=[O:36])[C:10]([NH2:11])=[C:9]2[C:5](=[N:6][CH:7]=[N:8]2)[N:4]=[CH:3]1. No catalyst specified. The reactants are [Na:1].[N:2]1[C:10]([NH2:11])=[C:9]2[C:5]([N:6](C([C@@H]([C@H](CO)OCP(O)(O)=O)O)=O)[CH:7]=[N:8]2)=[N:4][CH:3]=1.N1C(N)=C2C(N([C:35]([CH2:37][C@H:38]([CH2:51][OH:52])[O:39][CH2:40][P:41]([O:47]C(C)C)([O:43]C(C)C)=[O:42])=[O:36])C=N2)=NC=1. The yield is 0.430. (6) The reactants are [Si]([O:8][CH2:9][CH2:10][CH2:11][CH2:12][CH2:13][CH2:14][N:15]([CH:24]1[CH2:29][CH2:28][CH2:27][CH2:26][CH2:25]1)[C:16](=[O:23])[C:17]1[CH:22]=[CH:21][CH:20]=[CH:19][CH:18]=1)(C(C)(C)C)(C)C.CCCC[N+](CCCC)(CCCC)CCCC.[F-]. The catalyst is C1COCC1. The product is [CH:24]1([N:15]([CH2:14][CH2:13][CH2:12][CH2:11][CH2:10][CH2:9][OH:8])[C:16](=[O:23])[C:17]2[CH:22]=[CH:21][CH:20]=[CH:19][CH:18]=2)[CH2:25][CH2:26][CH2:27][CH2:28][CH2:29]1. The yield is 0.770.